Dataset: Reaction yield outcomes from USPTO patents with 853,638 reactions. Task: Predict the reaction yield, written as a fraction of the theoretical maximum amount of product (1.0 means a 100% yield; for example, 0.34 means a 34% yield). (1) No catalyst specified. The reactants are [CH3:1][O:2][C:3]1[CH:8]=[CH:7][C:6]([C:9]([NH:11][NH2:12])=[O:10])=[CH:5][C:4]=1[O:13][CH3:14].[N-:15]=[C:16]=[S:17].[Br:18][C:19]1[CH:24]=[CH:23][CH:22]=[CH:21][C:20]=1[Cl:25]. The yield is 0.930. The product is [CH3:14][O:13][C:4]1[CH:5]=[C:6]([C:9]([NH:11][NH:12][C:16]([NH:15][C:22]2[CH:23]=[CH:24][C:19]([Br:18])=[C:20]([Cl:25])[CH:21]=2)=[S:17])=[O:10])[CH:7]=[CH:8][C:3]=1[O:2][CH3:1]. (2) The catalyst is ClCCl. The product is [CH2:1]([O:4][C:5]1[C:14]2[C:15](=[O:27])[N:16]([CH2:19][C:20]3[CH:25]=[CH:24][C:23]([F:26])=[CH:22][CH:21]=3)[C:17](=[O:18])[C:13]=2[C:12]([OH:28])=[C:11]2[C:6]=1[CH:7]=[CH:8][CH:9]=[N:10]2)[CH:2]=[CH2:3]. The yield is 0.440. The reactants are [CH2:1]([O:4][C:5]1[C:14]2[C:15](=[O:27])[N:16]([CH2:19][C:20]3[CH:25]=[CH:24][C:23]([F:26])=[CH:22][CH:21]=3)[C:17](=[O:18])[C:13]=2[C:12]([O:28]COC)=[C:11]2[C:6]=1[CH:7]=[CH:8][CH:9]=[N:10]2)[CH:2]=[CH2:3].FC(F)(F)C(O)=O. (3) The reactants are [NH2:1][C:2]1[CH:3]=[C:4]([C:23]2[CH:28]=[CH:27][C:26]([O:29][CH3:30])=[CH:25][CH:24]=2)[CH:5]=[CH:6][C:7]=1[C:8]([NH:10][C@H:11]([C:19]([O:21][CH3:22])=[O:20])[C@@H:12]([CH3:18])[O:13][C:14]([CH3:17])([CH3:16])[CH3:15])=[O:9].[CH:31]1([C:34]2[CH:35]=[C:36]([CH3:44])[C:37]([N:41]=[C:42]=[O:43])=[C:38]([CH3:40])[CH:39]=2)[CH2:33][CH2:32]1.C(N(CC)CC)C.CCOC(C)=O.CCCCCC. The catalyst is CN(C=O)C. The product is [CH:31]1([C:34]2[CH:35]=[C:36]([CH3:44])[C:37]([NH:41][C:42]([NH:1][C:2]3[CH:3]=[C:4]([C:23]4[CH:24]=[CH:25][C:26]([O:29][CH3:30])=[CH:27][CH:28]=4)[CH:5]=[CH:6][C:7]=3[C:8]([NH:10][C@H:11]([C:19]([O:21][CH3:22])=[O:20])[C@@H:12]([CH3:18])[O:13][C:14]([CH3:16])([CH3:17])[CH3:15])=[O:9])=[O:43])=[C:38]([CH3:40])[CH:39]=2)[CH2:32][CH2:33]1. The yield is 0.530. (4) The reactants are [OH:1][C:2]1[CH:9]=[CH:8][C:5]([CH:6]=O)=[CH:4][C:3]=1[CH3:10].[NH2:11][C:12]1[CH:20]=[C:19]([O:21][CH3:22])[CH:18]=[C:17]([O:23][CH3:24])[C:13]=1[C:14]([NH2:16])=[O:15].OS([O-])=O.[Na+].CC1C=CC(S(O)(=O)=O)=CC=1.O. The catalyst is CC(N(C)C)=O.CCOC(C)=O. The product is [OH:1][C:2]1[CH:9]=[CH:8][C:5]([C:6]2[NH:16][C:14](=[O:15])[C:13]3[C:12](=[CH:20][C:19]([O:21][CH3:22])=[CH:18][C:17]=3[O:23][CH3:24])[N:11]=2)=[CH:4][C:3]=1[CH3:10]. The yield is 0.350. (5) The reactants are [Br:1][C:2]1[C:3]([O:18][C:19]2[CH:24]=[CH:23][C:22]([C:25]([O:27]C(C)(C)C)=[O:26])=[CH:21][CH:20]=2)=[C:4]([Cl:17])[CH:5]=[C:6]2[C:11]=1[O:10][CH2:9][CH2:8][CH:7]2[C:12]([O:14][CH2:15][CH3:16])=[O:13].FC(F)(F)C(O)=O. The catalyst is ClCCl. The product is [Br:1][C:2]1[C:3]([O:18][C:19]2[CH:20]=[CH:21][C:22]([C:25]([OH:27])=[O:26])=[CH:23][CH:24]=2)=[C:4]([Cl:17])[CH:5]=[C:6]2[C:11]=1[O:10][CH2:9][CH2:8][CH:7]2[C:12]([O:14][CH2:15][CH3:16])=[O:13]. The yield is 0.990. (6) The reactants are [CH:1]12[CH2:8][CH2:7][CH:4]([CH:5]=[CH:6]1)[CH2:3][CH:2]2[C:9]1([CH3:16])[NH:13][C:12](=[O:14])[NH:11][C:10]1=[O:15].[CH3:17][O:18][C:19]1[CH:26]=[CH:25][C:22]([CH2:23]Cl)=[CH:21][CH:20]=1. No catalyst specified. The product is [CH:1]12[CH2:8][CH2:7][CH:4]([CH2:5][CH2:6]1)[CH2:3][CH:2]2[C:9]1([CH3:16])[NH:13][C:12](=[O:14])[N:11]([CH2:23][C:22]2[CH:25]=[CH:26][C:19]([O:18][CH3:17])=[CH:20][CH:21]=2)[C:10]1=[O:15]. The yield is 0.600. (7) The reactants are [NH2:1][C:2]1[CH:3]=[N:4][CH:5]=[C:6]([Br:8])[CH:7]=1.N1C=CC=CC=1.[C:15](Cl)(=[O:19])[CH:16]([CH3:18])[CH3:17]. The catalyst is C(Cl)Cl. The product is [Br:8][C:6]1[CH:7]=[C:2]([NH:1][C:15](=[O:19])[CH:16]([CH3:18])[CH3:17])[CH:3]=[N:4][CH:5]=1. The yield is 0.710. (8) The reactants are C[O:2][C:3](=[O:12])[C:4]1[CH:9]=[C:8]([F:10])[CH:7]=[C:6](Br)[CH:5]=1.B1([C:19]2[CH:24]=[CH:23][CH:22]=[N:21][CH:20]=2)OCCCO1.C(=O)([O-])[O-].[K+].[K+]. The catalyst is C1(C)C=CC=CC=1. The product is [F:10][C:8]1[CH:9]=[C:4]([CH:5]=[C:6]([C:19]2[CH:20]=[N:21][CH:22]=[CH:23][CH:24]=2)[CH:7]=1)[C:3]([OH:2])=[O:12]. The yield is 0.470. (9) The reactants are [CH:1]1([NH:7][C:8](=[O:22])/[CH:9]=[CH:10]/[CH:11]=[CH:12]/[C:13]2[CH:18]=[CH:17][C:16]3[O:19][CH2:20][O:21][C:15]=3[CH:14]=2)[CH2:6][CH2:5][CH2:4][CH2:3][CH2:2]1. The catalyst is [Pd].C(OC(=O)C)C. The product is [CH:1]1([NH:7][C:8](=[O:22])[CH2:9][CH2:10][CH2:11][CH2:12][C:13]2[CH:18]=[CH:17][C:16]3[O:19][CH2:20][O:21][C:15]=3[CH:14]=2)[CH2:6][CH2:5][CH2:4][CH2:3][CH2:2]1. The yield is 0.840. (10) The reactants are S(OS([O-])=O)([O-])=O.[Na+].[Na+].[CH2:10]([N:12]1[C:24]2[CH:23]=[CH:22][C:21]([CH:25]=O)=[CH:20][C:19]=2[C:18]2[C:13]1=[CH:14][CH:15]=[CH:16][CH:17]=2)[CH3:11].[Br:27][C:28]1[CH:29]=[C:30]([NH2:37])[C:31]([NH2:36])=[CH:32][C:33]=1[O:34][CH3:35].C(=O)([O-])O.[Na+]. The catalyst is C1COCC1.O. The product is [Br:27][C:28]1[C:33]([O:34][CH3:35])=[CH:32][C:31]2[NH:36][C:25]([C:21]3[CH:22]=[CH:23][C:24]4[N:12]([CH2:10][CH3:11])[C:13]5[C:18]([C:19]=4[CH:20]=3)=[CH:17][CH:16]=[CH:15][CH:14]=5)=[N:37][C:30]=2[CH:29]=1. The yield is 0.570.